The task is: Predict the product of the given reaction.. This data is from Forward reaction prediction with 1.9M reactions from USPTO patents (1976-2016). The product is: [OH:13][CH:12]([CH:14]1[CH2:19][CH2:18][CH2:17][CH2:16][NH:15]1)[C:10]1[C:9]2[C:4](=[CH:5][CH:6]=[CH:7][CH:8]=2)[N:3]=[C:2]([C:33]2[CH:34]=[CH:35][C:30]([CH2:29][N:27]([CH3:28])[C:25](=[O:26])[O:24][C:20]([CH3:21])([CH3:22])[CH3:23])=[CH:31][CH:32]=2)[CH:11]=1. Given the reactants Br[C:2]1[CH:11]=[C:10]([CH:12]([CH:14]2[CH2:19][CH2:18][CH2:17][CH2:16][NH:15]2)[OH:13])[C:9]2[C:4](=[CH:5][CH:6]=[CH:7][CH:8]=2)[N:3]=1.[C:20]([O:24][C:25]([N:27]([CH2:29][C:30]1[CH:35]=[CH:34][C:33](B(O)O)=[CH:32][CH:31]=1)[CH3:28])=[O:26])([CH3:23])([CH3:22])[CH3:21].C([O-])([O-])=O.[Cs+].[Cs+], predict the reaction product.